Dataset: Catalyst prediction with 721,799 reactions and 888 catalyst types from USPTO. Task: Predict which catalyst facilitates the given reaction. (1) Reactant: [N+:1]([C:4]1[CH:12]=[CH:11][C:7]([CH2:8][CH2:9]Br)=[CH:6][CH:5]=1)([O-:3])=[O:2].[CH3:13][NH:14][CH3:15]. Product: [CH3:13][N:14]([CH3:15])[CH2:9][CH2:8][C:7]1[CH:11]=[CH:12][C:4]([N+:1]([O-:3])=[O:2])=[CH:5][CH:6]=1. The catalyst class is: 1. (2) Reactant: [CH3:1][C:2]1([CH3:30])[NH:7][C:6](=[O:8])[C:5]2[S:9][C:10]([N:12]3[C:17]4[CH:18]=[C:19]([NH:22][C:23]5[CH:24]=[N:25][C:26]([CH3:29])=[CH:27][CH:28]=5)[CH:20]=[CH:21][C:16]=4[O:15][CH2:14][CH2:13]3)=[N:11][C:4]=2[CH2:3]1.C=O.[CH2:33]([Sn](Cl)(Cl)CCCC)CCC.C1([SiH3])C=CC=CC=1. Product: [CH3:1][C:2]1([CH3:30])[NH:7][C:6](=[O:8])[C:5]2[S:9][C:10]([N:12]3[C:17]4[CH:18]=[C:19]([N:22]([CH3:33])[C:23]5[CH:24]=[N:25][C:26]([CH3:29])=[CH:27][CH:28]=5)[CH:20]=[CH:21][C:16]=4[O:15][CH2:14][CH2:13]3)=[N:11][C:4]=2[CH2:3]1. The catalyst class is: 1. (3) Reactant: [CH2:1](Br)[C:2]1[CH:7]=[CH:6][CH:5]=[CH:4][CH:3]=1.N12CCCN=C1CCCCC2.[Br:20][C:21]1[CH:22]=[C:23]2[C:27](=[CH:28][CH:29]=1)[NH:26][C:25]([C:30]([OH:32])=[O:31])=[CH:24]2. Product: [Br:20][C:21]1[CH:22]=[C:23]2[C:27](=[CH:28][CH:29]=1)[NH:26][C:25]([C:30]([O:32][CH2:1][C:2]1[CH:7]=[CH:6][CH:5]=[CH:4][CH:3]=1)=[O:31])=[CH:24]2. The catalyst class is: 10. (4) Reactant: [OH:1][N:2]1[C:10]2[C:5](=[N:6][CH:7]=[C:8]([C:11]3[CH:12]=[N:13][N:14]([CH:16]4[CH2:21][CH2:20][N:19](C(OC(C)(C)C)=O)[CH2:18][CH2:17]4)[CH:15]=3)[CH:9]=2)[CH:4]=[CH:3]1.Br[CH2:30][C:31]1[CH:36]=[CH:35][CH:34]=[CH:33][C:32]=1[C:37]([F:40])([F:39])[F:38].C([O-])([O-])=O.[K+].[K+]. Product: [NH:19]1[CH2:20][CH2:21][CH:16]([N:14]2[CH:15]=[C:11]([C:8]3[CH:9]=[C:10]4[N:2]([O:1][CH2:30][C:31]5[CH:36]=[CH:35][CH:34]=[CH:33][C:32]=5[C:37]([F:40])([F:39])[F:38])[CH:3]=[CH:4][C:5]4=[N:6][CH:7]=3)[CH:12]=[N:13]2)[CH2:17][CH2:18]1. The catalyst class is: 3. (5) Reactant: Br[C:2]1[CH:11]=[CH:10][CH:9]=[C:8]2[C:3]=1[CH:4]=[CH:5][N:6]=[CH:7]2.C(=O)([O-])[O-].[Na+].[Na+].[C:18]1(B(O)O)[CH:23]=[CH:22][CH:21]=[CH:20][CH:19]=1. Product: [C:18]1([C:2]2[CH:11]=[CH:10][CH:9]=[C:8]3[C:3]=2[CH:4]=[CH:5][N:6]=[CH:7]3)[CH:23]=[CH:22][CH:21]=[CH:20][CH:19]=1. The catalyst class is: 564.